From a dataset of Experimentally validated miRNA-target interactions with 360,000+ pairs, plus equal number of negative samples. Binary Classification. Given a miRNA mature sequence and a target amino acid sequence, predict their likelihood of interaction. (1) The miRNA is hsa-miR-3662 with sequence GAAAAUGAUGAGUAGUGACUGAUG. The protein sequence of the target gene is MAPSEDPRDWRANLKGTIRETGLETSSGGKLAGHQKTVPTAHLTFVIDCTHGKQLSLAATASPPQAPSPNRGLVTPPMKTYIVFCGENWPHLTRVTPMGGGCLAQARATLPLCRGSVASASFPVSPLCPQEVPEAKGKPVKAAPVRSSTWGTVKDSLKALSSCVCGQAD. Result: 1 (interaction). (2) The miRNA is hsa-miR-4430 with sequence AGGCUGGAGUGAGCGGAG. The protein sequence of the target gene is MRFLAATFLLLALSTAAQAEPVQFKDCGSVDGVIKEVNVSPCPTQPCQLSKGQSYSVNVTFTSNIQSKSSKAVVHGILMGVPVPFPIPEPDGCKSGINCPIQKDKTYSYLNKLPVKSEYPSIKLVVEWQLQDDKNQSLFCWEIPVQIVSHL. Result: 0 (no interaction). (3) The miRNA is hsa-miR-8081 with sequence CUUGAGUCGUGCCUUUCUGAAUG. The protein sequence of the target gene is MSMVVQPVEEKAVHSWSRISTAGKKALEEALLVFNPMSQDLSATEAQLVAFLQGLRDDGFQPTILRSGDVYGYSSCTASPPSQTKLQARTINPPATSLPKTAVSVPAGRTTLLPVPLSGRLAKGSTAALAKHATTNLLLSSLKQSSASNSSGTTVGFPAHLYPGVYPAMRLSVVLEALVPLKTPCLDVKHGAQSLQLSLAKSPLKVRKASGNPKSKAPRKITSKGLKHLTSKGPGAGLRRGAGTQSNGAQRKGCSALGPKTVQAQASQTLIKAARAHASVAQTQTKTVRVRAKAKQAKPK.... Result: 0 (no interaction). (4) The miRNA is hsa-miR-125b-2-3p with sequence UCACAAGUCAGGCUCUUGGGAC. The protein sequence of the target gene is MSELLDLSFLSEEEKDLILSVLQRDEEVRKADEKRIRRLKNELLEIKRKGAKRGSQHYSDRTCARCQESLGRLSPKTNTCRGCNHLVCRDCRIQESNGTWRCKVCAKEIELKKATGDWFYDQKVNRFAYRTGSEIIRMSLRHKPAVSKRETVGQSLLHQTQMGDIWPGRKIIQERQKEPSVLFEVPKLKSGKSALEAESESLDSFTADSDSTSRRDSLDKSGLFPEWKKMSAPKSQVEKETQPGGQNVVFVDEGEMIFKKNTRKILRPSEYTKSVIDLRPEDVVHESGSLGDRSKSVPGL.... Result: 1 (interaction). (5) The protein sequence of the target gene is MRPRTKARSPGRALRNPWRGFLPLTLALFVGAGHAQRDPVGRYEPAGGDANRLRRPGGSYPAAAAAKVYSLFREQDAPVAGLQPVERAQPGWGSPRRPTEAEARRPSRAQQSRRVQPPAQTRRSTPLGQQQPAPRTRAAPALPRLGTPQRSGAAPPTPPRGRLTGRNVCGGQCCPGWTTANSTNHCIKPVCEPPCQNRGSCSRPQLCVCRSGFRGARCEEVIPDEEFDPQNSRLAPRRWAERSPNLRRSSAAGEGTLARAQPPAPQSPPAPQSPPAGTLSGLSQTHPSQQHVGLSRTVRL.... Result: 0 (no interaction). The miRNA is hsa-miR-6828-3p with sequence AUCUGCUCUCUUGUUCCCAG. (6) The miRNA is mmu-miR-8103 with sequence UCUCCUGUUCUCUGUUCUCCC. The protein sequence of the target gene is MEGAAVSAAGDGPAVETGLPGSPLEAVAGATAAPVEPRKPHGVKRHHHKHNLKHRYELQETLGKGTYGKVKRATERFSGRVVAIKSIRKDKIKDELDMVHIRREIEIMSSLNHPHIISIYEVFENKDKIVIIMEYASKGELYDYISERRRLSERETRHFFRQIVSAVHYCHKNGVVHRDLKLENILLDDNCNIKIADFGLSNLYQKDKFLQTFCGSPLYASPEIVNGRPYRGPEVDSWALGVLLYTLIYGTMPFDGFDHKNLIRQISSGEYREPTQPSDARGLIRWMLMVNPDRRATIED.... Result: 0 (no interaction).